This data is from Reaction yield outcomes from USPTO patents with 853,638 reactions. The task is: Predict the reaction yield, written as a fraction of the theoretical maximum amount of product (1.0 means a 100% yield; for example, 0.34 means a 34% yield). The reactants are [Cl:1][C:2]1[N:10]([CH2:11][CH:12]=[CH2:13])[C:9]2[C:8](=[O:14])[N:7]([CH2:15][CH:16](O)[CH2:17][CH2:18]CCC3C=CC=CC=3)[C:6](=[O:28])[N:5]([CH2:29][CH2:30][CH2:31][CH2:32][CH3:33])[C:4]=2[N:3]=1.BrCCCC[N:39]1[CH2:43][CH2:42][CH:41]([CH2:44][C:45]2[CH:50]=[CH:49][CH:48]=[CH:47][CH:46]=2)[C:40]1=[O:51].C(=O)([O-])[O-].[K+].[K+]. No catalyst specified. The yield is 0.860. The product is [Cl:1][C:2]1[N:10]([CH2:11][CH:12]=[CH2:13])[C:9]2[C:8](=[O:14])[N:7]([CH2:15][CH2:16][CH2:17][CH2:18][N:39]3[CH2:43][CH2:42][CH:41]([CH2:44][C:45]4[CH:50]=[CH:49][CH:48]=[CH:47][CH:46]=4)[C:40]3=[O:51])[C:6](=[O:28])[N:5]([CH2:29][CH2:30][CH2:31][CH2:32][CH3:33])[C:4]=2[N:3]=1.